Dataset: Forward reaction prediction with 1.9M reactions from USPTO patents (1976-2016). Task: Predict the product of the given reaction. Given the reactants [NH2:1][C:2]1[N:7]=[C:6]([C:8]2[O:9][CH:10]=[CH:11][CH:12]=2)[C:5]([C:13]#[N:14])=[C:4](S(C)=O)[N:3]=1.Cl.[CH:19]([NH:22][C:23](=[O:32])[C:24]1[CH:29]=[CH:28][C:27]([CH2:30][NH2:31])=[CH:26][CH:25]=1)([CH3:21])[CH3:20].C1CCN2C(=NCCC2)CC1, predict the reaction product. The product is: [NH2:1][C:2]1[N:3]=[C:4]([NH:31][CH2:30][C:27]2[CH:26]=[CH:25][C:24]([C:23]([NH:22][CH:19]([CH3:21])[CH3:20])=[O:32])=[CH:29][CH:28]=2)[C:5]([C:13]#[N:14])=[C:6]([C:8]2[O:9][CH:10]=[CH:11][CH:12]=2)[N:7]=1.